Dataset: Reaction yield outcomes from USPTO patents with 853,638 reactions. Task: Predict the reaction yield, written as a fraction of the theoretical maximum amount of product (1.0 means a 100% yield; for example, 0.34 means a 34% yield). The reactants are Br[C:2]1[C:7](=[O:8])[N:6]([CH2:9][C:10]2[CH:15]=[CH:14][C:13]([C:16]3[C:17]([C:22]#[N:23])=[CH:18][CH:19]=[CH:20][CH:21]=3)=[CH:12][C:11]=2[F:24])[C:5]([CH2:25][CH2:26][CH3:27])=[N:4][C:3]=1[CH2:28][CH3:29].[CH:30]([O:33][C:34]1[C:39](B(O)O)=[CH:38][CH:37]=[CH:36][N:35]=1)([CH3:32])[CH3:31].C(=O)([O-])[O-].[Cs+].[Cs+]. The catalyst is O1CCOCC1.C(OCC)(=O)C.C1C=CC(P(C2C=CC=CC=2)[C-]2C=CC=C2)=CC=1.C1C=CC(P(C2C=CC=CC=2)[C-]2C=CC=C2)=CC=1.Cl[Pd]Cl.[Fe+2]. The product is [CH2:28]([C:3]1[N:4]=[C:5]([CH2:25][CH2:26][CH3:27])[N:6]([CH2:9][C:10]2[CH:15]=[CH:14][C:13]([C:16]3[C:17]([C:22]#[N:23])=[CH:18][CH:19]=[CH:20][CH:21]=3)=[CH:12][C:11]=2[F:24])[C:7](=[O:8])[C:2]=1[C:37]1[CH:36]=[N:35][C:34]([O:33][CH:30]([CH3:32])[CH3:31])=[CH:39][CH:38]=1)[CH3:29]. The yield is 0.700.